Predict the reactants needed to synthesize the given product. From a dataset of Full USPTO retrosynthesis dataset with 1.9M reactions from patents (1976-2016). Given the product [F:9][C:8]([F:11])([F:10])[C:5]1[CH:6]=[CH:7][C:2]([N:15]2[CH2:14][CH2:13][N:12]([C:18]([O:20][C:21]([CH3:24])([CH3:23])[CH3:22])=[O:19])[CH2:17][CH2:16]2)=[CH:3][CH:4]=1, predict the reactants needed to synthesize it. The reactants are: Br[C:2]1[CH:7]=[CH:6][C:5]([C:8]([F:11])([F:10])[F:9])=[CH:4][CH:3]=1.[N:12]1([C:18]([O:20][C:21]([CH3:24])([CH3:23])[CH3:22])=[O:19])[CH2:17][CH2:16][NH:15][CH2:14][CH2:13]1.CC(C)([O-])C.[Na+].C(OCC)(=O)C.